Dataset: Reaction yield outcomes from USPTO patents with 853,638 reactions. Task: Predict the reaction yield, written as a fraction of the theoretical maximum amount of product (1.0 means a 100% yield; for example, 0.34 means a 34% yield). (1) The reactants are [N:1]1([CH2:6][CH2:7][O:8][C:9]2[CH:14]=[CH:13][C:12]([NH2:15])=[CH:11][CH:10]=2)[CH2:5][CH2:4][CH2:3][CH2:2]1.[F:16][C:17]1[CH:25]=[C:24]2[C:20]([C:21](=[CH:27]O)[C:22](=[O:26])[NH:23]2)=[CH:19][CH:18]=1. No catalyst specified. The product is [F:16][C:17]1[CH:25]=[C:24]2[C:20]([C:21](=[CH:27][NH:15][C:12]3[CH:11]=[CH:10][C:9]([O:8][CH2:7][CH2:6][N:1]4[CH2:5][CH2:4][CH2:3][CH2:2]4)=[CH:14][CH:13]=3)[C:22](=[O:26])[NH:23]2)=[CH:19][CH:18]=1. The yield is 0.480. (2) The product is [OH:51][C:50]([C@@:52]1([O:63][C@@H:62]([C@@H:64]([C@@H:66]([CH2:68][OH:69])[OH:67])[OH:65])[C@H:57]([NH:58][C:59]([CH3:61])=[O:60])[C@@H:55]([OH:56])[CH2:54]1)[O:46][C@H:39]1[C@@H:40]([OH:45])[C@@H:41]([CH2:43][OH:44])[O:42][C@@H:37]([O:36][C@@H:7]2[C@@H:8]([CH2:34][OH:35])[O:9][C@@H:10]([O:11][C@H:12]3[C@@H:13]([OH:33])[C@@H:14]([CH2:31][OH:32])[O:15][C@@H:16]([O:19][C@@H:20]4[C@@H:21]([CH2:29][OH:30])[O:22][CH:23]([OH:28])[C@H:24]([OH:27])[C@H:25]4[OH:26])[C@@H:17]3[OH:18])[C@H:5]([NH:4][C:2]([CH3:1])=[O:3])[C@H:6]2[OH:48])[C@@H:38]1[OH:47])=[O:49]. The yield is 0.980. The catalyst is C(O)C(N)(CO)CO.Cl.C(O)C.O.C(O)CC. The reactants are [CH3:1][C:2]([NH:4][C@H:5]1[C@H:10]([O:11][C@@H:12]2[C@@H:17]([OH:18])[C@H:16]([O:19][C@H:20]3[C@H:25]([OH:26])[C@@H:24]([OH:27])[CH:23]([OH:28])[O:22][C@@H:21]3[CH2:29][OH:30])[O:15][C@H:14]([CH2:31][OH:32])[C@@H:13]2[OH:33])[O:9][C@H:8]([CH2:34][OH:35])[C@@H:7]([O:36][C@@H:37]2[O:42][C@H:41]([CH2:43][OH:44])[C@H:40]([OH:45])[C@H:39]([OH:46])[C@H:38]2[OH:47])[C@@H:6]1[OH:48])=[O:3].[OH:49][C:50]([C:52]1([O:63][C@@H:62]([C@@H:64]([C@@H:66]([CH2:68][OH:69])[OH:67])[OH:65])[C@H:57]([NH:58][C:59]([CH3:61])=[O:60])[C@@H:55]([OH:56])[CH2:54]1)O)=[O:51].[Mg+2].[Cl-].[Cl-].[NH4+].[OH-].